This data is from Full USPTO retrosynthesis dataset with 1.9M reactions from patents (1976-2016). The task is: Predict the reactants needed to synthesize the given product. (1) Given the product [CH3:1][O:2][C:3](=[O:30])[CH2:4][CH2:5][NH:6][C:7](=[O:29])[C:8]1[CH:13]=[CH:12][C:11]([CH:14]([O:21][C:22]2[CH:23]=[N:24][C:25]([C:38]3[CH:39]=[CH:40][C:35]([C:31]([CH3:34])([CH3:33])[CH3:32])=[CH:36][CH:37]=3)=[CH:26][CH:27]=2)[CH2:15][CH2:16][C:17]([CH3:20])([CH3:19])[CH3:18])=[CH:10][CH:9]=1, predict the reactants needed to synthesize it. The reactants are: [CH3:1][O:2][C:3](=[O:30])[CH2:4][CH2:5][NH:6][C:7](=[O:29])[C:8]1[CH:13]=[CH:12][C:11]([CH:14]([O:21][C:22]2[CH:23]=[N:24][C:25](Cl)=[CH:26][CH:27]=2)[CH2:15][CH2:16][C:17]([CH3:20])([CH3:19])[CH3:18])=[CH:10][CH:9]=1.[C:31]([C:35]1[CH:40]=[CH:39][C:38](B(O)O)=[CH:37][CH:36]=1)([CH3:34])([CH3:33])[CH3:32].[F-].[K+].COC(=O)CCCC(C1C=CC(C(OC2C=NC(C3C=CC(C(C)(C)C)=CC=3)=CC=2)CCC(C)(C)C)=CC=1)=O. (2) Given the product [S:18](=[O:20])(=[O:19])([OH:22])[OH:21].[C:10]1(=[O:15])[O:14][CH2:13][CH2:12][O:11]1.[N:1]1[C:8]([NH2:9])=[N:7][C:5]([NH2:6])=[N:4][C:2]=1[NH2:3], predict the reactants needed to synthesize it. The reactants are: [N:1]1[C:8]([NH2:9])=[N:7][C:5]([NH2:6])=[N:4][C:2]=1[NH2:3].[C:10]1(=[O:15])[O:14][CH2:13][CH2:12][O:11]1.[OH-].[Na+].[S:18](=[O:22])(=[O:21])([OH:20])[OH:19]. (3) Given the product [Br:1][CH2:11][C:6]1[CH:7]=[CH:8][CH:9]=[CH:10][C:5]=1[CH:2]([CH3:4])[CH3:3], predict the reactants needed to synthesize it. The reactants are: [BrH:1].[CH:2]([C:5]1[CH:10]=[CH:9][CH:8]=[CH:7][C:6]=1[CH2:11]O)([CH3:4])[CH3:3]. (4) Given the product [C:44]([O:47][CH2:48][CH2:24][S:23][C:20]1[CH:21]=[N:22][C:17]([NH:16][C:14]2[S:13][N:12]=[C:11]([C:7]3([CH3:10])[CH2:8][CH2:9][N:4]([C:1](=[O:3])[CH3:2])[CH2:5][CH2:6]3)[N:15]=2)=[C:18]([O:30][C:31]2[C:32]([CH3:37])=[N:33][CH:34]=[CH:35][CH:36]=2)[CH:19]=1)(=[O:46])[CH3:45], predict the reactants needed to synthesize it. The reactants are: [C:1]([N:4]1[CH2:9][CH2:8][C:7]([C:11]2[N:15]=[C:14]([NH:16][C:17]3[N:22]=[CH:21][C:20]([S:23][CH2:24]CC(OC)=O)=[CH:19][C:18]=3[O:30][C:31]3[C:32]([CH3:37])=[N:33][CH:34]=[CH:35][CH:36]=3)[S:13][N:12]=2)([CH3:10])[CH2:6][CH2:5]1)(=[O:3])[CH3:2].CC(C)([O-])C.[K+].[C:44]([O:47][CH2:48]CBr)(=[O:46])[CH3:45].O. (5) Given the product [Cl:1][C:2]1[CH:32]=[CH:31][C:5]([CH2:6][N:7]2[C:15]3[C:10](=[CH:11][C:12](/[CH:16]=[C:17]4/[C:18](=[O:30])[N:19]([CH2:23][CH:24]5[CH2:25][CH2:26][N:27]([CH3:37])[CH2:28][CH2:29]5)[C:20](=[O:22])[S:21]/4)=[CH:13][CH:14]=3)[CH:9]=[N:8]2)=[C:4]([C:33]([F:36])([F:34])[F:35])[CH:3]=1, predict the reactants needed to synthesize it. The reactants are: [Cl:1][C:2]1[CH:32]=[CH:31][C:5]([CH2:6][N:7]2[C:15]3[C:10](=[CH:11][C:12](/[CH:16]=[C:17]4/[C:18](=[O:30])[N:19]([CH2:23][CH:24]5[CH2:29][CH2:28][NH:27][CH2:26][CH2:25]5)[C:20](=[O:22])[S:21]/4)=[CH:13][CH:14]=3)[CH:9]=[N:8]2)=[C:4]([C:33]([F:36])([F:35])[F:34])[CH:3]=1.[CH2:37]=O. (6) The reactants are: [OH-:1].[Na+].[N+]([C:6]1C=CC=C[C:7]=1[C:8]([O-:10])=O)([O-])=O.[CH2:15]([O:22][C:23]([NH:25][C@@H:26]([CH2:34][SH:35])[C:27]([O:29][C:30]([CH3:33])([CH3:32])[CH3:31])=[O:28])=[O:24])[C:16]1[CH:21]=[CH:20][CH:19]=[CH:18][CH:17]=1. Given the product [CH2:15]([O:22][C:23]([NH:25][C@@H:26]([CH2:34][S:35][CH2:6][C@H:7]([OH:1])[CH2:8][OH:10])[C:27]([O:29][C:30]([CH3:31])([CH3:32])[CH3:33])=[O:28])=[O:24])[C:16]1[CH:17]=[CH:18][CH:19]=[CH:20][CH:21]=1, predict the reactants needed to synthesize it. (7) The reactants are: CS([O:5][CH2:6][CH2:7][CH2:8][C:9]1[O:13][N:12]=[C:11]([C:14]2[CH:19]=[CH:18][C:17]([C:20]([F:23])([F:22])[F:21])=[CH:16][CH:15]=2)[CH:10]=1)(=O)=O.[I-].[Na+].O[C:27]1[CH:28]=[C:29]([CH2:33][C:34]([O:36]C)=[O:35])[CH:30]=[CH:31][CH:32]=1.C(=O)([O-])[O-].[K+].[K+].Cl. Given the product [F:21][C:20]([F:23])([F:22])[C:17]1[CH:18]=[CH:19][C:14]([C:11]2[CH:10]=[C:9]([CH2:8][CH2:7][CH2:6][O:5][C:27]3[CH:28]=[C:29]([CH2:33][C:34]([OH:36])=[O:35])[CH:30]=[CH:31][CH:32]=3)[O:13][N:12]=2)=[CH:15][CH:16]=1, predict the reactants needed to synthesize it.